This data is from Peptide-MHC class II binding affinity with 134,281 pairs from IEDB. The task is: Regression. Given a peptide amino acid sequence and an MHC pseudo amino acid sequence, predict their binding affinity value. This is MHC class II binding data. The binding affinity (normalized) is 0.664. The MHC is HLA-DQA10102-DQB10501 with pseudo-sequence HLA-DQA10102-DQB10501. The peptide sequence is LLMRRMRRPTGKVTL.